Task: Predict the reaction yield, written as a fraction of the theoretical maximum amount of product (1.0 means a 100% yield; for example, 0.34 means a 34% yield).. Dataset: Reaction yield outcomes from USPTO patents with 853,638 reactions (1) The reactants are [CH:1]([O:4][C:5]1[CH:13]=[CH:12][C:8]([C:9]([OH:11])=O)=[CH:7][C:6]=1[C:14]([F:17])([F:16])[F:15])([CH3:3])[CH3:2].C1C=CC2N(O)N=NC=2C=1.CCN=C=NCCCN(C)C.[OH:39][C:40]1(O)[C:48]2[CH:47]=[CH:46][CH:45]=[C:44]([C:49](=[NH:51])[NH2:50])[C:43]=2[CH2:42][CH2:41]1.[Na+].[Cl-]. The catalyst is CN(C=O)C. The product is [CH:1]([O:4][C:5]1[CH:13]=[CH:12][C:8]([C:9]2[O:11][N:51]=[C:49]([C:44]3[CH:45]=[CH:46][CH:47]=[C:48]4[C:43]=3[CH2:42][CH2:41][CH:40]4[OH:39])[N:50]=2)=[CH:7][C:6]=1[C:14]([F:17])([F:16])[F:15])([CH3:2])[CH3:3]. The yield is 0.680. (2) The reactants are [NH2:1][C:2]1[CH:7]=[C:6]([Cl:8])[CH:5]=[CH:4][C:3]=1[SH:9].Cl[CH2:11][C:12]1[N:17]=[CH:16][CH:15]=[CH:14][N:13]=1.C([O-])([O-])=O.[K+].[K+]. The catalyst is CN(C=O)C. The product is [Cl:8][C:6]1[CH:5]=[CH:4][C:3]([S:9][CH2:11][C:12]2[N:17]=[CH:16][CH:15]=[CH:14][N:13]=2)=[C:2]([CH:7]=1)[NH2:1]. The yield is 0.390. (3) The reactants are [CH3:1][N:2]([CH3:20])[C:3]([C:5]1[N:14]([CH:15]2[CH2:19][CH2:18][CH2:17][CH2:16]2)[C:8]2[N:9]=[C:10](Cl)[N:11]=[CH:12][C:7]=2[CH:6]=1)=[O:4].[NH2:21][C:22]1[N:27]=[CH:26][C:25]([N:28]2[CH2:33][CH2:32][NH:31][C:30](=[O:34])[CH2:29]2)=[CH:24][CH:23]=1. No catalyst specified. The product is [CH3:1][N:2]([CH3:20])[C:3]([C:5]1[N:14]([CH:15]2[CH2:19][CH2:18][CH2:17][CH2:16]2)[C:8]2[N:9]=[C:10]([NH:21][C:22]3[CH:23]=[CH:24][C:25]([N:28]4[CH2:33][CH2:32][NH:31][C:30](=[O:34])[CH2:29]4)=[CH:26][N:27]=3)[N:11]=[CH:12][C:7]=2[CH:6]=1)=[O:4]. The yield is 0.350. (4) The reactants are C(N)CN.O1CCOCC1.[Cl:11][C:12]1[CH:17]=[CH:16][C:15]([C@:18]2([CH3:33])[C@H:22]([C:23]3[CH:28]=[CH:27][C:26]([Cl:29])=[C:25]([F:30])[CH:24]=3)[NH:21]S(=O)(=O)[NH:19]2)=[CH:14][N:13]=1. The catalyst is C(Cl)(Cl)Cl. The product is [Cl:29][C:26]1[CH:27]=[CH:28][C:23]([C@@H:22]([NH2:21])[C@:18]([C:15]2[CH:14]=[N:13][C:12]([Cl:11])=[CH:17][CH:16]=2)([NH2:19])[CH3:33])=[CH:24][C:25]=1[F:30]. The yield is 0.970. (5) The reactants are [NH2:1][C:2]1[S:3][CH:4]=[C:5]([C:7]([O:9]CC)=O)[N:6]=1.[CH2:12]([NH2:14])[CH3:13].C(O)C. No catalyst specified. The yield is 0.990. The product is [NH2:1][C:2]1[S:3][CH:4]=[C:5]([C:7]([NH:14][CH2:12][CH3:13])=[O:9])[N:6]=1. (6) The product is [F:1][C:2]1[CH:7]=[CH:6][C:5]([C:8]2[C:17]3[C:12](=[CH:13][CH:14]=[C:15]([N:18]4[CH2:23][CH2:22][CH2:21][CH2:20][CH2:19]4)[CH:16]=3)[N:11]=[C:10]([CH3:24])[C:9]=2[C:25]([O:27][CH3:28])=[O:26])=[CH:4][CH:3]=1. The reactants are [F:1][C:2]1[CH:7]=[CH:6][C:5]([C:8]2[C:17]3[C:12](=[CH:13][CH:14]=[C:15]([N:18]4[CH2:23][CH2:22][CH2:21][CH2:20][CH2:19]4)[CH:16]=3)[N:11]=[C:10]([CH3:24])[C:9]=2[C:25]([OH:27])=[O:26])=[CH:4][CH:3]=1.[CH3:28][Si](C=[N+]=[N-])(C)C.C(O)(=O)C. The catalyst is C(Cl)Cl. The yield is 0.890.